From a dataset of Kir2.1 potassium channel HTS with 301,493 compounds. Binary Classification. Given a drug SMILES string, predict its activity (active/inactive) in a high-throughput screening assay against a specified biological target. (1) The compound is Brc1ccc(C(=O)Nc2c(N3CCC4(ON=C(C4)c4ccccc4)CC3)ccc(c2)C(=O)NCCC)cc1. The result is 0 (inactive). (2) The compound is O=C(NN\C=C1\C(=O)C=CC=C1)c1n(nc(C(C)(C)C)c1)c1ccccc1. The result is 0 (inactive).